From a dataset of Catalyst prediction with 721,799 reactions and 888 catalyst types from USPTO. Predict which catalyst facilitates the given reaction. (1) Reactant: [Cl:1][C:2]1[N:7]=[C:6]2[CH2:8][CH2:9][NH:10][C:5]2=[CH:4][CH:3]=1.[H-].[Na+].[C:13]([O:17][C:18]([N:20]1[CH2:25][CH2:24][CH:23]([O:26][C:27]2[CH:32]=[C:31](Cl)[N:30]=[CH:29][N:28]=2)[CH2:22][CH2:21]1)=[O:19])([CH3:16])([CH3:15])[CH3:14]. Product: [C:13]([O:17][C:18]([N:20]1[CH2:25][CH2:24][CH:23]([O:26][C:27]2[CH:32]=[C:31]([N:10]3[C:5]4[C:6](=[N:7][C:2]([Cl:1])=[CH:3][CH:4]=4)[CH2:8][CH2:9]3)[N:30]=[CH:29][N:28]=2)[CH2:22][CH2:21]1)=[O:19])([CH3:16])([CH3:14])[CH3:15]. The catalyst class is: 39. (2) Reactant: [NH2:1][CH2:2][CH2:3][CH:4]([C:6]1[CH:11]=[CH:10][CH:9]=[C:8](/[CH:12]=[CH:13]/[C:14]2[C:19]([Cl:20])=[CH:18][CH:17]=[CH:16][C:15]=2[Cl:21])[CH:7]=1)[OH:5].[C:22](O[C:22]([O:24][C:25]([CH3:28])([CH3:27])[CH3:26])=[O:23])([O:24][C:25]([CH3:28])([CH3:27])[CH3:26])=[O:23]. Product: [Cl:21][C:15]1[CH:16]=[CH:17][CH:18]=[C:19]([Cl:20])[C:14]=1/[CH:13]=[CH:12]/[C:8]1[CH:7]=[C:6]([C:4](=[O:5])[CH2:3][CH2:2][NH:1][C:22](=[O:23])[O:24][C:25]([CH3:28])([CH3:27])[CH3:26])[CH:11]=[CH:10][CH:9]=1. The catalyst class is: 177.